Dataset: Full USPTO retrosynthesis dataset with 1.9M reactions from patents (1976-2016). Task: Predict the reactants needed to synthesize the given product. (1) Given the product [F:9][C:5]1[C:6]([F:8])=[CH:7][C:2]([B:17]2[O:18][C:19]([CH3:21])([CH3:20])[C:15]([CH3:31])([CH3:14])[O:16]2)=[C:3]([S:10]([CH3:13])(=[O:12])=[O:11])[CH:4]=1, predict the reactants needed to synthesize it. The reactants are: Br[C:2]1[CH:7]=[C:6]([F:8])[C:5]([F:9])=[CH:4][C:3]=1[S:10]([CH3:13])(=[O:12])=[O:11].[CH3:14][C:15]1([CH3:31])[C:19]([CH3:21])([CH3:20])[O:18][B:17]([B:17]2[O:18][C:19]([CH3:21])([CH3:20])[C:15]([CH3:31])([CH3:14])[O:16]2)[O:16]1.C([O-])(=O)C.[K+]. (2) Given the product [CH2:1]([S:3]([C:6]1[CH:7]=[C:8]([C:12]2[C:17]3[C:18]4[CH:24]=[C:23]([CH3:25])[CH:22]=[N:21][C:19]=4[NH:20][C:16]=3[C:15]([O:26][CH2:27][CH2:28][OH:35])=[N:14][CH:13]=2)[CH:9]=[CH:10][CH:11]=1)(=[O:4])=[O:5])[CH3:2], predict the reactants needed to synthesize it. The reactants are: [CH2:1]([S:3]([C:6]1[CH:7]=[C:8]([C:12]2[C:17]3[C:18]4[CH:24]=[C:23]([CH3:25])[CH:22]=[N:21][C:19]=4[NH:20][C:16]=3[C:15]([O:26][CH2:27][CH2:28]CN(C)C)=[N:14][CH:13]=2)[CH:9]=[CH:10][CH:11]=1)(=[O:5])=[O:4])[CH3:2].C(O)C[OH:35]. (3) The reactants are: [NH2:1][C:2]1[N:7]=[C:6]([N:8]2[CH2:22][CH2:21][C:11]3([CH2:15][NH:14][C@H:13]([C:16]([O:18]CC)=[O:17])[CH2:12]3)[CH2:10][CH2:9]2)[CH:5]=[C:4]([O:23][C@H:24]([C:29]2[CH:34]=[CH:33][C:32]([C:35]3[CH:40]=[CH:39][C:38]([CH3:41])=[C:37]([CH3:42])[CH:36]=3)=[CH:31][C:30]=2[C:43]2[CH:48]=[CH:47][CH:46]=[C:45]([S:49]([CH3:52])(=[O:51])=[O:50])[CH:44]=2)[C:25]([F:28])([F:27])[F:26])[N:3]=1.[Li+].[OH-]. Given the product [NH2:1][C:2]1[N:7]=[C:6]([N:8]2[CH2:9][CH2:10][C:11]3([CH2:15][NH:14][C@H:13]([C:16]([OH:18])=[O:17])[CH2:12]3)[CH2:21][CH2:22]2)[CH:5]=[C:4]([O:23][C@H:24]([C:29]2[CH:34]=[CH:33][C:32]([C:35]3[CH:40]=[CH:39][C:38]([CH3:41])=[C:37]([CH3:42])[CH:36]=3)=[CH:31][C:30]=2[C:43]2[CH:48]=[CH:47][CH:46]=[C:45]([S:49]([CH3:52])(=[O:51])=[O:50])[CH:44]=2)[C:25]([F:28])([F:26])[F:27])[N:3]=1, predict the reactants needed to synthesize it. (4) Given the product [CH2:14]([N:16]([CH2:20][CH3:21])[C:17](=[O:18])[O:13][C:3]1[C:2]([Cl:1])=[C:11]2[C:6]([CH2:7][CH2:8][NH:9][C:10]2=[O:12])=[CH:5][CH:4]=1)[CH3:15], predict the reactants needed to synthesize it. The reactants are: [Cl:1][C:2]1[C:3]([OH:13])=[CH:4][CH:5]=[C:6]2[C:11]=1[C:10](=[O:12])[NH:9][CH2:8][CH2:7]2.[CH2:14]([N:16]([CH2:20][CH3:21])[C:17](Cl)=[O:18])[CH3:15].O.